Dataset: Catalyst prediction with 721,799 reactions and 888 catalyst types from USPTO. Task: Predict which catalyst facilitates the given reaction. (1) Reactant: [CH3:1][O:2][C:3]1[CH:16]=[CH:15][C:6]([CH2:7][NH:8][C:9]2[CH:14]=[CH:13][N:12]=[CH:11][N:10]=2)=[CH:5][CH:4]=1.C[Si]([N-][Si](C)(C)C)(C)C.[Li+].[Cl:27][C:28]1[C:37]2[C:32](=[CH:33][C:34]([S:38](OC3C(F)=C(F)C(F)=C(F)C=3F)(=[O:40])=[O:39])=[CH:35][CH:36]=2)[CH:31]=[CH:30][N:29]=1. Product: [Cl:27][C:28]1[C:37]2[C:32](=[CH:33][C:34]([S:38]([N:8]([CH2:7][C:6]3[CH:5]=[CH:4][C:3]([O:2][CH3:1])=[CH:16][CH:15]=3)[C:9]3[CH:14]=[CH:13][N:12]=[CH:11][N:10]=3)(=[O:40])=[O:39])=[CH:35][CH:36]=2)[CH:31]=[CH:30][N:29]=1. The catalyst class is: 1. (2) Reactant: [F:1][C:2]1[CH:28]=[CH:27][C:5]([CH2:6][N:7]2[C:19](=[O:20])[C:18]3[C:17]([O:21][CH2:22][O:23][CH3:24])=[C:16]4[C:11]([CH:12]=[CH:13][CH:14]=[N:15]4)=[C:10]([OH:25])[C:9]=3[C:8]2=[O:26])=[CH:4][CH:3]=1.C(N(C(C)C)CC)(C)C.[S:38](O[S:38]([C:41]([F:44])([F:43])[F:42])(=[O:40])=[O:39])([C:41]([F:44])([F:43])[F:42])(=[O:40])=[O:39]. Product: [F:1][C:2]1[CH:3]=[CH:4][C:5]([CH2:6][N:7]2[C:19](=[O:20])[C:18]3[C:17]([O:21][CH2:22][O:23][CH3:24])=[C:16]4[C:11]([CH:12]=[CH:13][CH:14]=[N:15]4)=[C:10]([O:25][S:38]([C:41]([F:44])([F:43])[F:42])(=[O:40])=[O:39])[C:9]=3[C:8]2=[O:26])=[CH:27][CH:28]=1. The catalyst class is: 4.